Dataset: Catalyst prediction with 721,799 reactions and 888 catalyst types from USPTO. Task: Predict which catalyst facilitates the given reaction. (1) Reactant: [CH3:1][O:2][C:3]([C@@:5]1([CH2:21][C:22]2[CH:27]=[CH:26][CH:25]=[C:24]([Cl:28])[CH:23]=2)[CH2:9][O:8][C@@H](C(C)(C)C)[N:6]1C(OC(C)(C)C)=O)=[O:4].Cl. Product: [CH3:1][O:2][C:3](=[O:4])[C@@:5]([NH2:6])([CH2:21][C:22]1[CH:27]=[CH:26][CH:25]=[C:24]([Cl:28])[CH:23]=1)[CH2:9][OH:8]. The catalyst class is: 5. (2) Reactant: [NH2:1][C:2]1[C:7](Br)=[N:6][C:5]([S:9][CH3:10])=[CH:4][N:3]=1.[CH2:11]([OH:14])[C:12]#[CH:13].C(N(CC)CC)C.O. Product: [NH2:1][C:2]1[C:7]([C:13]#[C:12][CH2:11][OH:14])=[N:6][C:5]([S:9][CH3:10])=[CH:4][N:3]=1. The catalyst class is: 185. (3) Reactant: [ClH:1].[F:2][C:3]1[CH:21]=[CH:20][CH:19]=[CH:18][C:4]=1[CH2:5][N:6](C(OC(C)(C)C)=O)[N:7]=C(C)C. Product: [ClH:1].[ClH:1].[F:2][C:3]1[CH:21]=[CH:20][CH:19]=[CH:18][C:4]=1[CH2:5][NH:6][NH2:7]. The catalyst class is: 1. (4) Reactant: Br[C:2]1[CH:3]=[CH:4][C:5]([N:16]([CH3:24])[CH2:17][C:18]2[CH:19]=[N:20][N:21]([CH3:23])[CH:22]=2)=[C:6](/[CH:8]=[C:9](\[CH3:15])/[C:10]([O:12][CH2:13][CH3:14])=[O:11])[CH:7]=1.[CH2:25]([O:29][CH2:30][CH2:31][O:32][C:33]1[CH:38]=[CH:37][C:36](OB(O)O)=[CH:35][CH:34]=1)[CH2:26][CH2:27][CH3:28].C(=O)([O-])[O-].[K+].[K+]. Product: [CH2:25]([O:29][CH2:30][CH2:31][O:32][C:33]1[CH:34]=[CH:35][C:36]([C:2]2[CH:3]=[CH:4][C:5]([N:16]([CH3:24])[CH2:17][C:18]3[CH:19]=[N:20][N:21]([CH3:23])[CH:22]=3)=[C:6](/[CH:8]=[C:9](\[CH3:15])/[C:10]([O:12][CH2:13][CH3:14])=[O:11])[CH:7]=2)=[CH:37][CH:38]=1)[CH2:26][CH2:27][CH3:28]. The catalyst class is: 460. (5) Reactant: [CH3:1][O:2][C:3]1[CH:12]=[C:11]2[C:6]([CH2:7][CH2:8][CH2:9][CH:10]2[CH3:13])=[CH:5][CH:4]=1.[Cl-].[Cl-].[Cl-].[Al+3].[C:18](Cl)(=[O:20])[CH3:19].Cl. Product: [CH3:1][O:2][C:3]1[C:4]([C:18](=[O:20])[CH3:19])=[CH:5][C:6]2[CH2:7][CH2:8][CH2:9][CH:10]([CH3:13])[C:11]=2[CH:12]=1. The catalyst class is: 26. (6) Reactant: [Cl:1][C:2]1[CH:15]=[CH:14][C:5]([O:6][C:7]2[CH:12]=[CH:11][C:10]([OH:13])=[CH:9][CH:8]=2)=[CH:4][CH:3]=1.[CH2:16](Br)[CH:17]=[CH2:18].C(=O)([O-])[O-].[Cs+].[Cs+].O. Product: [Cl:1][C:2]1[CH:15]=[CH:14][C:5]([O:6][C:7]2[CH:12]=[CH:11][C:10]([O:13][CH2:18][CH:17]=[CH2:16])=[CH:9][CH:8]=2)=[CH:4][CH:3]=1. The catalyst class is: 3. (7) Reactant: C(N(CC)CC)C.[N+:8]([C:11]1[CH:16]=[CH:15][C:14]([S:17](Cl)(=[O:19])=[O:18])=[CH:13][CH:12]=1)([O-:10])=[O:9].[CH:21]1([CH2:24][N:25]2[CH2:30][CH2:29][N:28]([C@H:31]3[CH2:36][CH2:35][C@H:34]([NH2:37])[CH2:33][CH2:32]3)[CH2:27][CH2:26]2)[CH2:23][CH2:22]1. Product: [N+:8]([C:11]1[CH:16]=[CH:15][C:14]([S:17]([NH:37][C@H:34]2[CH2:33][CH2:32][C@H:31]([N:28]3[CH2:27][CH2:26][N:25]([CH2:24][CH:21]4[CH2:22][CH2:23]4)[CH2:30][CH2:29]3)[CH2:36][CH2:35]2)(=[O:19])=[O:18])=[CH:13][CH:12]=1)([O-:10])=[O:9]. The catalyst class is: 4.